The task is: Predict the reactants needed to synthesize the given product.. This data is from Full USPTO retrosynthesis dataset with 1.9M reactions from patents (1976-2016). (1) Given the product [Cl:10][C:11]1[CH:12]=[C:13]([C:18]2[N:22]([C:23]3[CH:28]=[CH:27][CH:26]=[CH:25][N:24]=3)[N:21]=[C:20]([C:29]([N:33]3[CH2:37][C:36](=[O:46])[NH:35][CH2:34]3)=[O:31])[CH:19]=2)[CH:14]=[C:15]([F:17])[CH:16]=1, predict the reactants needed to synthesize it. The reactants are: C(N(CC)C(C)C)(C)C.[Cl:10][C:11]1[CH:12]=[C:13]([C:18]2[N:22]([C:23]3[CH:28]=[CH:27][CH:26]=[CH:25][N:24]=3)[N:21]=[C:20]([C:29]([OH:31])=O)[CH:19]=2)[CH:14]=[C:15]([F:17])[CH:16]=1.Cl.[NH:33]1[CH:37]=[CH:36][NH:35][C:34]1=O.CN(C([O:46]N1N=NC2C=CC=NC1=2)=[N+](C)C)C.F[P-](F)(F)(F)(F)F. (2) Given the product [OH:16][C:15]1[CH:7]=[C:8]([CH:12]=[CH:13][C:14]=1[I:17])[C:9]([O:11][CH3:18])=[O:10], predict the reactants needed to synthesize it. The reactants are: S(=O)(=O)(O)O.C[C:7]1[C:15]([OH:16])=[C:14]([I:17])[CH:13]=[CH:12][C:8]=1[C:9]([OH:11])=[O:10].[CH3:18]O.